Dataset: CYP1A2 inhibition data for predicting drug metabolism from PubChem BioAssay. Task: Regression/Classification. Given a drug SMILES string, predict its absorption, distribution, metabolism, or excretion properties. Task type varies by dataset: regression for continuous measurements (e.g., permeability, clearance, half-life) or binary classification for categorical outcomes (e.g., BBB penetration, CYP inhibition). Dataset: cyp1a2_veith. (1) The compound is CNC(=O)C(=O)NCCc1ccc(Cl)cc1. The result is 1 (inhibitor). (2) The molecule is CN(Cc1ccccc1)c1nc(-c2ccc([N+](=O)[O-])cc2)nc2ccccc12. The result is 1 (inhibitor). (3) The molecule is CC(=O)N1CCC2(CC1)CCN(C(=O)Nc1cccc(F)c1)CC2. The result is 0 (non-inhibitor). (4) The molecule is CNc1ncnc2ccc(-c3ccccc3OC)cc12. The result is 1 (inhibitor). (5) The result is 1 (inhibitor). The compound is O=c1c(-c2ccc(F)c(F)c2)nc2cncnc2n1Cc1ccccc1. (6) The drug is COC(=O)[C@@H]1O[C@@H](SCCN)[C@@H](O)[C@H](O)[C@H]1O.O=S(=O)(O)O. The result is 0 (non-inhibitor).